Task: Binary Classification. Given a miRNA mature sequence and a target amino acid sequence, predict their likelihood of interaction.. Dataset: Experimentally validated miRNA-target interactions with 360,000+ pairs, plus equal number of negative samples (1) The miRNA is hsa-miR-3065-3p with sequence UCAGCACCAGGAUAUUGUUGGAG. The protein sequence of the target gene is MAAMETETAPLTLESLPTDPLLLILSFLDYRDLINCCYVSRRLSQLSSHDPLWRRHCKKYWLISEEEKTQKNQCWKSLFIDTYSDVGRYIDHYAAIKKAWDDLKKYLEPRCPRMVLSLKEGAREEDLDAVEAQIGCKLPDDYRCSYRIHNGQKLVVPGLLGSMALSNHYRSEDLLDVDTAAGGFQQRQGLKYCLPLTFCIHTGLSQYIAVEAAEGRNKNEVFYQCPDQMARNPAAIDMFIIGATFTDWFTSYVKNVVSGGFPIIRDQIFRYVHDPECVATTGDITVSVSTSFLPELSSVH.... Result: 0 (no interaction). (2) The miRNA is hsa-miR-663a with sequence AGGCGGGGCGCCGCGGGACCGC. The protein sequence of the target gene is MSSENCFVAENSSLHPESGQENDATSPHFSTRHEGSFQVPVLCAVMNVVFITILIIALIALSVGQYNCPGQYTFSMPSDSHVSSCSEDWVGYQRKCYFISTVKRSWTSAQNACSEHGATLAVIDSEKDMNFLKRYAGREEHWVGLKKEPGHPWKWSNGKEFNNWFNVTGSDKCVFLKNTEVSSMECEKNLYWICNKPYK. Result: 0 (no interaction). (3) The miRNA is hsa-miR-186-3p with sequence GCCCAAAGGUGAAUUUUUUGGG. The protein sequence of the target gene is MYEGKHIHFSEVDNKPLCSYSPKLCKQRRLNGYAFCIRHVLEDKTAPFKQCEYVAKYNSQRCTNPIPKSEDRRYCNSHLQVLGFIPKKERKKKNDPIDEVKVRHQMDTMAFSLTVPTLALKMPNGLDGMSLSPPGARVPLHYLETELEDPFAFNEEDDDLKKGATVRKKLQSKLAQNRQRQRETEILKVRQEHFSPPPAPSQQQPPQQHSHLSPLSTSLKPPAPPQGSVCKSPQPQNTSLPMQGVAPTTHTIAQARQLSHKRPLPLLPSSRAPTVDPPRTDRILMKATAFSPHFSCISRL.... Result: 1 (interaction). (4) The miRNA is mmu-miR-3552 with sequence AGGCUGCAGGCCCACUUCCCU. The protein sequence of the target gene is MLQMPKLNEIPPGRGGPGEPWGEGRWAGPTGPEAARPARGARGQARGARARWDSWEHSRLPTHPGPGWDQCSPSFLCAPSSQKLIMESKDEVSDSDSGIILQSGPDSPVSPMKELTNAVRKQQRALEARLEACLEELRRLCLREAELTGTLPAEYPLKPGEKAPKVRRRIGAAYKLDEWALHREDPLSSLERQLALQLQITEAARRLCAEENLSRQARRQRKHAALQEEKKLRDLQRCLGDRRRNSEPPPTTVPSLGRELSASDDSSLSDGLLLEEEDSQAPKPPPESPAPPSRPLPPQS.... Result: 0 (no interaction). (5) The miRNA is mmu-miR-1843a-5p with sequence UAUGGAGGUCUCUGUCUGACU. The protein sequence of the target gene is MCFWTNLSVWMILLSHSLSLVSSTETGKTLTQNNSRAGSQGLLEVLRVLSAGDHWSLNHPQSLIKILLERTGCPQRTDWTQGDCKLCLEADALLLTAGGNLEDELREEVVQRVSLLLLYYIIHQEEICSSKLNMSNREYEFYLHSLLGLRQDEDSYFLSEKETDDILAFTRKYFGTSSSQCMETKILQRESGIQGSNGADEKTLPQLAATIIALSLQGVCLGRKALPSPDDFTEYIFSFLNSTNTLHLSEIEQLLNMLTTRRTCAKEDKYLHQYQRKQNTEEHSLRDPKTSTAMDKESDD.... Result: 0 (no interaction).